Dataset: Catalyst prediction with 721,799 reactions and 888 catalyst types from USPTO. Task: Predict which catalyst facilitates the given reaction. (1) Reactant: [OH:1][C:2]1[CH:11]=[CH:10][C:5]([C:6]([O:8][CH3:9])=[O:7])=[CH:4][C:3]=1[I:12].C([O-])([O-])=O.[Cs+].[Cs+].[CH2:19](I)[CH3:20]. Product: [CH2:19]([O:1][C:2]1[CH:11]=[CH:10][C:5]([C:6]([O:8][CH3:9])=[O:7])=[CH:4][C:3]=1[I:12])[CH3:20]. The catalyst class is: 31. (2) Reactant: [NH2:1][C:2]1[N:7]([CH3:8])[C:6](=[O:9])[NH:5][C:4](=[O:10])[C:3]=1Br.[Cl:12][C:13]1[CH:20]=[CH:19][C:16]([CH2:17][NH2:18])=[CH:15][CH:14]=1. Product: [NH2:1][C:2]1[N:7]([CH3:8])[C:6](=[O:9])[NH:5][C:4](=[O:10])[C:3]=1[NH:18][CH2:17][C:16]1[CH:19]=[CH:20][C:13]([Cl:12])=[CH:14][CH:15]=1. The catalyst class is: 37. (3) Reactant: [CH:1]1([C:4]2[C:12]3[C:7](=[N:8][CH:9]=[CH:10][C:11]=3[O:13][C:14]3[CH:20]=[CH:19][C:17]([NH2:18])=[CH:16][C:15]=3[F:21])[NH:6][CH:5]=2)[CH2:3][CH2:2]1.Cl[C:23]1[CH:28]=[C:27]([C:29]([F:32])([F:31])[F:30])[N:26]=[C:25]([NH2:33])[N:24]=1.Cl.[OH-].[Na+]. Product: [CH:1]1([C:4]2[C:12]3[C:7](=[N:8][CH:9]=[CH:10][C:11]=3[O:13][C:14]3[CH:20]=[CH:19][C:17]([NH:18][C:23]4[CH:28]=[C:27]([C:29]([F:32])([F:30])[F:31])[N:26]=[C:25]([NH2:33])[N:24]=4)=[CH:16][C:15]=3[F:21])[NH:6][CH:5]=2)[CH2:3][CH2:2]1. The catalyst class is: 6. (4) Reactant: [CH3:1][O:2][C:3]1[CH:4]=[C:5]2[C:10](=[CH:11][C:12]=1[O:13][CH3:14])[N:9]=[CH:8][CH:7]=[C:6]2[O:15][C:16]1[CH:22]=[CH:21][C:19]([NH2:20])=[CH:18][CH:17]=1.C1(C)C=CC=CC=1.C(N(CC)CC)C.Cl[C:38](Cl)([O:40][C:41](=[O:47])OC(Cl)(Cl)Cl)Cl.[CH3:49][C:50]1[CH:55]=[CH:54][C:53]([S:56][CH2:57][CH2:58]CO)=[CH:52][CH:51]=1. Product: [CH3:1][O:2][C:3]1[CH:4]=[C:5]2[C:10](=[CH:11][C:12]=1[O:13][CH3:14])[N:9]=[CH:8][CH:7]=[C:6]2[O:15][C:16]1[CH:22]=[CH:21][C:19]([NH:20][C:41](=[O:47])[O:40][CH2:38][CH2:58][CH2:57][S:56][C:53]2[CH:54]=[CH:55][C:50]([CH3:49])=[CH:51][CH:52]=2)=[CH:18][CH:17]=1. The catalyst class is: 2.